From a dataset of Reaction yield outcomes from USPTO patents with 853,638 reactions. Predict the reaction yield, written as a fraction of the theoretical maximum amount of product (1.0 means a 100% yield; for example, 0.34 means a 34% yield). (1) The reactants are [CH3:1][C:2]1[CH:7]=[CH:6][N:5]=[CH:4][CH:3]=1.[CH3:8][N:9]([CH:11](N(C)C)OC(C)(C)C)[CH3:10]. The catalyst is CN(C=O)C. The product is [CH3:8][N:9]([CH3:11])[CH:10]=[CH:1][C:2]1[CH:7]=[CH:6][N:5]=[CH:4][CH:3]=1. The yield is 0.850. (2) The reactants are [Br:1][C:2]1[CH:6]=[N:5][N:4]([CH3:7])[C:3]=1[C:8]1[CH:9]=[C:10]([NH2:16])[CH:11]=[CH:12][C:13]=1[O:14][CH3:15].[F:17][C:18]1[CH:23]=[CH:22][C:21]([N:24]=[C:25]=[O:26])=[CH:20][C:19]=1[N+:27]([O-:29])=[O:28]. The catalyst is C(Cl)Cl. The product is [Br:1][C:2]1[CH:6]=[N:5][N:4]([CH3:7])[C:3]=1[C:8]1[CH:9]=[C:10]([NH:16][C:25]([NH:24][C:21]2[CH:22]=[CH:23][C:18]([F:17])=[C:19]([N+:27]([O-:29])=[O:28])[CH:20]=2)=[O:26])[CH:11]=[CH:12][C:13]=1[O:14][CH3:15]. The yield is 0.690. (3) The product is [F:28][C:2]1([F:1])[CH2:5][N:4]([CH:6]2[CH2:11][CH2:10][CH:9]([C:12]3[C:20]4[C:15](=[CH:16][CH:17]=[CH:18][CH:19]=4)[N:14]([C:21]4[CH:27]=[CH:26][C:24]([NH:25][C:32]([NH:51][CH2:50][C:46]5[CH:45]=[N:44][CH:49]=[CH:48][CH:47]=5)=[O:31])=[CH:23][CH:22]=4)[CH:13]=3)[CH2:8][CH2:7]2)[CH2:3]1. The yield is 0.450. The reactants are [F:1][C:2]1([F:28])[CH2:5][N:4]([CH:6]2[CH2:11][CH2:10][CH:9]([C:12]3[C:20]4[C:15](=[CH:16][CH:17]=[CH:18][CH:19]=4)[N:14]([C:21]4[CH:27]=[CH:26][C:24]([NH2:25])=[CH:23][CH:22]=4)[CH:13]=3)[CH2:8][CH2:7]2)[CH2:3]1.O=C(Cl)[O:31][C:32](Cl)(Cl)Cl.C(N(CC)CC)C.[N:44]1[CH:49]=[CH:48][CH:47]=[C:46]([CH2:50][NH2:51])[CH:45]=1. The catalyst is C(Cl)Cl. (4) The reactants are [C:1]([OH:11])(=[O:10])[C@H:2]([C:4]1[CH:9]=[CH:8][CH:7]=[CH:6][CH:5]=1)[OH:3].C([O-])([O-])=O.[K+].[K+].CCCCCCCCCCCC.I[C:31]1[CH:32]=[C:33]([CH3:38])[CH:34]=[C:35]([CH3:37])[CH:36]=1.Cl. The catalyst is [Cu]I.CN(C)C(=O)C. The product is [CH3:38][C:33]1[CH:32]=[C:31]([O:10][C:1](=[O:11])[C@H:2]([C:4]2[CH:9]=[CH:8][CH:7]=[CH:6][CH:5]=2)[OH:3])[CH:36]=[C:35]([CH3:37])[CH:34]=1. The yield is 0.340.